Predict the reaction yield, written as a fraction of the theoretical maximum amount of product (1.0 means a 100% yield; for example, 0.34 means a 34% yield). From a dataset of Reaction yield outcomes from USPTO patents with 853,638 reactions. (1) The reactants are [F:1][C:2]1[CH:7]=[CH:6][C:5]([C@:8]2([CH2:32][C:33]([CH3:37])([CH3:36])[C:34]#[N:35])[O:13][C:12](=[O:14])[N:11]([C@H:15]([C:17]3[CH:22]=[CH:21][C:20](B4OC(C)(C)C(C)(C)O4)=[CH:19][CH:18]=3)[CH3:16])[CH2:10][CH2:9]2)=[CH:4][CH:3]=1.I[C:39]1[CH:44]=[CH:43][N:42]([CH3:45])[C:41](=[O:46])[CH:40]=1.C([O-])([O-])=O.[Cs+].[Cs+]. The catalyst is O1CCOCC1.Cl[Pd](Cl)([P](C1C=CC=CC=1)(C1C=CC=CC=1)C1C=CC=CC=1)[P](C1C=CC=CC=1)(C1C=CC=CC=1)C1C=CC=CC=1. The product is [F:1][C:2]1[CH:3]=[CH:4][C:5]([C@:8]2([CH2:32][C:33]([CH3:37])([CH3:36])[C:34]#[N:35])[O:13][C:12](=[O:14])[N:11]([C@H:15]([C:17]3[CH:22]=[CH:21][C:20]([C:39]4[CH:44]=[CH:43][N:42]([CH3:45])[C:41](=[O:46])[CH:40]=4)=[CH:19][CH:18]=3)[CH3:16])[CH2:10][CH2:9]2)=[CH:6][CH:7]=1. The yield is 0.660. (2) The reactants are [NH:1]1[C:9]2[C:4](=[CH:5][CH:6]=[CH:7][CH:8]=2)[CH:3]=[C:2]1[C:10]([NH:12][CH:13]([CH2:18][S:19]C(C1C=CC=CC=1)(C1C=CC=CC=1)C1C=CC=CC=1)[C:14]([O:16][CH3:17])=[O:15])=O.S1CCN=C1. No catalyst specified. The product is [NH:1]1[C:9]2[C:4](=[CH:5][CH:6]=[CH:7][CH:8]=2)[CH:3]=[C:2]1[C:10]1[S:19][CH2:18][CH:13]([C:14]([O:16][CH3:17])=[O:15])[N:12]=1. The yield is 0.400.